Dataset: Human liver microsome stability data. Task: Regression/Classification. Given a drug SMILES string, predict its absorption, distribution, metabolism, or excretion properties. Task type varies by dataset: regression for continuous measurements (e.g., permeability, clearance, half-life) or binary classification for categorical outcomes (e.g., BBB penetration, CYP inhibition). Dataset: hlm. (1) The molecule is COc1ccccc1CNc1ncc(C(=O)NCCCN2CCCC2=O)c(NC2CCCC2)n1. The result is 1 (stable in human liver microsomes). (2) The compound is CC(C)CN(C(=O)c1cccc(Cl)c1Cl)[C@H]1CCNC1. The result is 0 (unstable in human liver microsomes). (3) The molecule is CCOP(C)(=O)c1ccc(C(F)(F)F)cc1. The result is 0 (unstable in human liver microsomes). (4) The molecule is CNCCC(c1ccc2cc(F)ccc2c1)n1ncnn1. The result is 0 (unstable in human liver microsomes). (5) The molecule is C#Cc1cnc(N2CCC[C@@H](N)C2)n(Cc2ccccc2C#N)c1=O. The result is 0 (unstable in human liver microsomes). (6) The drug is Oc1nc(NCc2cccc3ccccc23)cc(N2CCOCC2)n1. The result is 0 (unstable in human liver microsomes). (7) The molecule is CCOc1cc(NC(=O)C2(NC(=O)c3ccc4c(C5CCCC5)c(-c5ncc(Cl)cn5)n(C)c4c3)CCC2)ccc1C=CC(=O)OCC(=O)OCc1ccc(Cl)cc1. The result is 0 (unstable in human liver microsomes). (8) The molecule is COc1cc2c(Nc3c(F)ccc(O)c3C)ncnc2cc1OCC1CCCO1. The result is 0 (unstable in human liver microsomes). (9) The drug is Cc1c(Cl)cccc1CN(C1CCOCC1)[C@H]1CCNC1. The result is 0 (unstable in human liver microsomes). (10) The compound is O=C(O)c1cccc(NS(=O)(=O)c2ccc(-c3ccc(Cl)cc3Cl)cc2)c1. The result is 0 (unstable in human liver microsomes).